Dataset: Full USPTO retrosynthesis dataset with 1.9M reactions from patents (1976-2016). Task: Predict the reactants needed to synthesize the given product. Given the product [O:12]([CH2:11][C:9]1[CH:10]=[C:6]2[C:22](=[O:24])[NH:21][CH2:20][CH2:19][N:7]2[N:8]=1)[C:13]1[CH:18]=[CH:17][CH:16]=[CH:15][CH:14]=1, predict the reactants needed to synthesize it. The reactants are: C(OC([C:6]1[N:7]([CH2:19][CH2:20][NH:21][C:22]([O:24]C(C)(C)C)=O)[N:8]=[C:9]([CH2:11][O:12][C:13]2[CH:18]=[CH:17][CH:16]=[CH:15][CH:14]=2)[CH:10]=1)=O)C.C([O-])([O-])=O.[Na+].[Na+].